This data is from NCI-60 drug combinations with 297,098 pairs across 59 cell lines. The task is: Regression. Given two drug SMILES strings and cell line genomic features, predict the synergy score measuring deviation from expected non-interaction effect. (1) Drug 1: C1CC(C1)(C(=O)O)C(=O)O.[NH2-].[NH2-].[Pt+2]. Drug 2: C1CN(P(=O)(OC1)NCCCl)CCCl. Cell line: RPMI-8226. Synergy scores: CSS=22.0, Synergy_ZIP=-7.45, Synergy_Bliss=-2.13, Synergy_Loewe=-13.0, Synergy_HSA=-2.25. (2) Drug 1: CN1CCC(CC1)COC2=C(C=C3C(=C2)N=CN=C3NC4=C(C=C(C=C4)Br)F)OC. Drug 2: CC1=CC2C(CCC3(C2CCC3(C(=O)C)OC(=O)C)C)C4(C1=CC(=O)CC4)C. Cell line: NCI/ADR-RES. Synergy scores: CSS=1.35, Synergy_ZIP=-1.84, Synergy_Bliss=-1.45, Synergy_Loewe=-3.80, Synergy_HSA=-1.89. (3) Drug 1: C1CCC(C1)C(CC#N)N2C=C(C=N2)C3=C4C=CNC4=NC=N3. Drug 2: CC12CCC3C(C1CCC2O)C(CC4=C3C=CC(=C4)O)CCCCCCCCCS(=O)CCCC(C(F)(F)F)(F)F. Cell line: SK-MEL-5. Synergy scores: CSS=-10.4, Synergy_ZIP=14.4, Synergy_Bliss=4.96, Synergy_Loewe=-13.1, Synergy_HSA=-13.1.